From a dataset of Forward reaction prediction with 1.9M reactions from USPTO patents (1976-2016). Predict the product of the given reaction. (1) Given the reactants Cl[C:2]1[C:3]([C:11]#[N:12])=[N:4][C:5]([CH2:9][CH3:10])=[C:6]([CH3:8])[N:7]=1.ClC1C(C#N)=NC(C)=C(CC)N=1.Cl.[CH2:26]1[C:32]2[CH:33]=[CH:34][CH:35]=[CH:36][C:31]=2[CH2:30][CH2:29][NH:28][CH2:27]1.C(N(C(C)C)C(C)C)C, predict the reaction product. The product is: [CH2:9]([C:5]1[N:4]=[C:3]([C:11]#[N:12])[C:2]([N:28]2[CH2:27][CH2:26][C:32]3[CH:33]=[CH:34][CH:35]=[CH:36][C:31]=3[CH2:30][CH2:29]2)=[N:7][C:6]=1[CH3:8])[CH3:10]. (2) Given the reactants [C:1]([O:5][C:6]([N:8]([CH3:13])[CH2:9][C:10]([OH:12])=O)=[O:7])([CH3:4])([CH3:3])[CH3:2].[CH2:14]([O:21][C:22]([NH:24][NH2:25])=[O:23])[C:15]1[CH:20]=[CH:19][CH:18]=[CH:17][CH:16]=1.O.ON1C2C=CC=CC=2N=N1.C(N(CC)C(C)C)(C)C.Cl.C(N=C=NCCCN(C)C)C, predict the reaction product. The product is: [CH2:14]([O:21][C:22]([NH:24][NH:25][C:10](=[O:12])[CH2:9][N:8]([C:6]([O:5][C:1]([CH3:2])([CH3:3])[CH3:4])=[O:7])[CH3:13])=[O:23])[C:15]1[CH:20]=[CH:19][CH:18]=[CH:17][CH:16]=1.